From a dataset of Forward reaction prediction with 1.9M reactions from USPTO patents (1976-2016). Predict the product of the given reaction. The product is: [CH2:1]([O:3][C:4]([C:6]1[CH:16]=[N:15][C:9]2[O:10][CH2:11][C:12](=[O:14])[N:13]([CH3:17])[C:8]=2[CH:7]=1)=[O:5])[CH3:2]. Given the reactants [CH2:1]([O:3][C:4]([C:6]1[CH:16]=[N:15][C:9]2[O:10][CH2:11][C:12](=[O:14])[NH:13][C:8]=2[CH:7]=1)=[O:5])[CH3:2].[CH3:17]C([O-])(C)C.[K+].CI.O, predict the reaction product.